Dataset: Reaction yield outcomes from USPTO patents with 853,638 reactions. Task: Predict the reaction yield, written as a fraction of the theoretical maximum amount of product (1.0 means a 100% yield; for example, 0.34 means a 34% yield). The reactants are [C:1]([C:3]1[CH:4]=[C:5]([CH:10]=[CH:11][C:12]=1[OH:13])[C:6]([O:8][CH3:9])=[O:7])#[N:2].C([O-])([O-])=O.[K+].[K+].C(C(N)CBr)(O[C:23](C)([CH3:25])[CH3:24])=O. The catalyst is CN(C=O)C.O. The product is [C:1]([C:3]1[CH:4]=[C:5]([CH:10]=[CH:11][C:12]=1[O:13][CH:23]([CH3:25])[CH3:24])[C:6]([O:8][CH3:9])=[O:7])#[N:2]. The yield is 0.550.